Task: Predict the reactants needed to synthesize the given product.. Dataset: Retrosynthesis with 50K atom-mapped reactions and 10 reaction types from USPTO (1) Given the product CCCCCCCCOC(=O)CCC(=O)CN, predict the reactants needed to synthesize it. The reactants are: CCCCCCCCO.NCC(=O)CCC(=O)O. (2) Given the product O=C(O)CCNC(=O)c1cc(Br)c(Br)[nH]1, predict the reactants needed to synthesize it. The reactants are: CCOC(=O)CCNC(=O)c1cc(Br)c(Br)[nH]1. (3) Given the product Cc1cnc(Cl)nc1Nc1ccc2[nH]ncc2c1, predict the reactants needed to synthesize it. The reactants are: Cc1cnc(Cl)nc1Cl.Nc1ccc2[nH]ncc2c1. (4) Given the product C=CC1(C[C@H]2COC(C)(C)N2C(=O)OC(C)(C)C)CC1, predict the reactants needed to synthesize it. The reactants are: CC(C)(C)OC(=O)N1[C@@H](CC2(C=O)CC2)COC1(C)C.C[Si](C)(C)N[Si](C)(C)C.